Predict the product of the given reaction. From a dataset of Forward reaction prediction with 1.9M reactions from USPTO patents (1976-2016). Given the reactants [NH2:1][C:2]1[CH:3]=[C:4]([Br:8])[CH:5]=[N:6][CH:7]=1.[CH3:9][C:10]([O:13][C:14](O[C:14]([O:13][C:10]([CH3:12])([CH3:11])[CH3:9])=[O:15])=[O:15])([CH3:12])[CH3:11], predict the reaction product. The product is: [CH3:12][C:10]([O:13][C:14]([N:1]([C:14]([O:13][C:10]([CH3:12])([CH3:11])[CH3:9])=[O:15])[C:2]1[CH:7]=[N:6][CH:5]=[C:4]([Br:8])[CH:3]=1)=[O:15])([CH3:9])[CH3:11].